Task: Predict the reactants needed to synthesize the given product.. Dataset: Full USPTO retrosynthesis dataset with 1.9M reactions from patents (1976-2016) (1) Given the product [Cl:1][C:2]1[C:5](=[O:6])[C:4]2([CH2:7][CH2:8][CH2:9][CH2:10][CH2:11]2)[C:3]=1[NH:12][C@@H:13]([CH2:19][C:20]1[CH:21]=[CH:22][C:23]([NH:26][C:27](=[O:36])[C:28]2[C:29]([Cl:35])=[CH:30][N:31]=[CH:32][C:33]=2[Cl:34])=[CH:24][CH:25]=1)[C:14]([OH:16])=[O:15], predict the reactants needed to synthesize it. The reactants are: [Cl:1][C:2]1[C:5](=[O:6])[C:4]2([CH2:11][CH2:10][CH2:9][CH2:8][CH2:7]2)[C:3]=1[NH:12][C@@H:13]([CH2:19][C:20]1[CH:25]=[CH:24][C:23]([NH:26][C:27](=[O:36])[C:28]2[C:33]([Cl:34])=[CH:32][N:31]=[CH:30][C:29]=2[Cl:35])=[CH:22][CH:21]=1)[C:14]([O:16]CC)=[O:15].[OH-].[Li+]. (2) The reactants are: Br[C:2]1[C:3]([CH3:12])=[C:4]([CH:9]=[CH:10][CH:11]=1)[C:5]([O:7]C)=[O:6].[CH:13]1([CH:18]2[CH2:26][C:25]3[C:20](=[C:21]([CH3:29])[C:22]([CH3:28])=[C:23]([OH:27])[CH:24]=3)[C:19]2=[O:30])[CH2:17][CH2:16][CH2:15][CH2:14]1. Given the product [CH:13]1([CH:18]2[CH2:26][C:25]3[C:20](=[C:21]([CH3:29])[C:22]([CH3:28])=[C:23]([O:27][CH2:12][C:3]4[CH:2]=[C:11]([C:2]5[CH:11]=[CH:10][CH:9]=[C:4]([C:5]([OH:7])=[O:6])[C:3]=5[CH3:12])[CH:10]=[CH:9][CH:4]=4)[CH:24]=3)[C:19]2=[O:30])[CH2:14][CH2:15][CH2:16][CH2:17]1, predict the reactants needed to synthesize it. (3) Given the product [O:1]=[C:2]1[CH2:11][CH2:10][C:9]2[C:4](=[CH:5][CH:6]=[N:7][CH:8]=2)[N:3]1[CH2:12][C:13]([OH:15])=[O:14], predict the reactants needed to synthesize it. The reactants are: [O:1]=[C:2]1[CH:11]=[CH:10][C:9]2[C:4](=[CH:5][CH:6]=[N:7][CH:8]=2)[N:3]1[CH2:12][C:13]([OH:15])=[O:14]. (4) Given the product [C:6]([CH:16]([N:8]1[C:9]2[CH:10]=[CH:11][CH:12]=[C:28]3[N:29]([CH3:30])[C:31](=[O:32])[CH2:3][CH2:4][CH2:5][CH:6]([C:14]=23)[CH2:7]1)[C:17]([OH:19])=[O:18])([CH3:14])([CH3:7])[CH3:5], predict the reactants needed to synthesize it. The reactants are: O=C1NC2[C:14]3[CH:6]([CH2:7][N:8]([CH2:16][C:17]([O:19]C(C)(C)C)=[O:18])[C:9]=3[CH:10]=[CH:11][CH:12]=2)[CH2:5][CH2:4][CH2:3]1.[H-].[Na+].IC.[CH3:28][N:29]([CH:31]=[O:32])[CH3:30]. (5) Given the product [OH:4][CH2:5][C:6]1[C:7]([N:27]2[CH2:39][CH2:38][N:30]3[C:31]4[CH2:32][CH2:33][CH2:34][CH2:35][C:36]=4[CH:37]=[C:29]3[C:28]2=[O:40])=[N:8][CH:9]=[CH:10][C:11]=1[C:12]1[CH:17]=[C:16]([NH:18][C:19]2[CH:24]=[CH:23][N:22]=[CH:21][N:20]=2)[C:15](=[O:25])[N:14]([CH3:26])[CH:13]=1, predict the reactants needed to synthesize it. The reactants are: C([O:4][CH2:5][C:6]1[C:7]([N:27]2[CH2:39][CH2:38][N:30]3[C:31]4[CH2:32][CH2:33][CH2:34][CH2:35][C:36]=4[CH:37]=[C:29]3[C:28]2=[O:40])=[N:8][CH:9]=[CH:10][C:11]=1[C:12]1[CH:17]=[C:16]([NH:18][C:19]2[CH:24]=[CH:23][N:22]=[CH:21][N:20]=2)[C:15](=[O:25])[N:14]([CH3:26])[CH:13]=1)(=O)C.[Li+].[OH-]. (6) The reactants are: [CH:1]1([C:4]([NH:6][C:7]2[N:8]=[C:9]3[CH:14]=[CH:13][C:12]([S:15][C:16]4[CH:24]=[CH:23][CH:22]=[CH:21][C:17]=4[C:18](O)=[O:19])=[N:11][N:10]3[CH:25]=2)=[O:5])[CH2:3][CH2:2]1.CN.O1CCCC1.F[P-](F)(F)(F)(F)F.[N:40]1(OC(N(C)C)=[N+](C)C)[C:44]2N=CC=CC=2N=N1. Given the product [CH:1]1([C:4]([NH:6][C:7]2[N:8]=[C:9]3[CH:14]=[CH:13][C:12]([S:15][C:16]4[CH:24]=[CH:23][CH:22]=[CH:21][C:17]=4[C:18]([NH:40][CH3:44])=[O:19])=[N:11][N:10]3[CH:25]=2)=[O:5])[CH2:2][CH2:3]1, predict the reactants needed to synthesize it. (7) Given the product [CH3:1][C:2]1[CH:7]=[CH:6][C:5]([NH2:8])=[CH:4][C:3]=1[C:11]1[CH:15]=[CH:14][O:13][CH:12]=1, predict the reactants needed to synthesize it. The reactants are: [CH3:1][C:2]1[CH:7]=[CH:6][C:5]([N+:8]([O-])=O)=[CH:4][C:3]=1[C:11]1[CH:15]=[CH:14][O:13][CH:12]=1. (8) Given the product [CH2:20]([NH:27][C:2]1[N:6]2[C:7]([CH3:19])=[C:8]([S:11]([N:14]([CH2:17][CH3:18])[CH2:15][CH3:16])(=[O:13])=[O:12])[CH:9]=[CH:10][C:5]2=[N:4][N:3]=1)[C:21]1[CH:26]=[CH:25][CH:24]=[CH:23][CH:22]=1, predict the reactants needed to synthesize it. The reactants are: Cl[C:2]1[N:6]2[C:7]([CH3:19])=[C:8]([S:11]([N:14]([CH2:17][CH3:18])[CH2:15][CH3:16])(=[O:13])=[O:12])[CH:9]=[CH:10][C:5]2=[N:4][N:3]=1.[CH2:20]([NH2:27])[C:21]1[CH:26]=[CH:25][CH:24]=[CH:23][CH:22]=1. (9) Given the product [ClH:26].[ClH:41].[CH2:1]([C:5]1[N:6]=[N:7][C:8]([O:18][CH:19]2[CH2:20][CH2:21][N:22]([CH3:25])[CH2:23][CH2:24]2)=[CH:9][C:10]=1[C:11]1[CH:12]=[CH:13][C:14]([O:17][CH2:31][C:30]2[CH:33]=[CH:34][C:27]([Cl:26])=[CH:28][CH:29]=2)=[CH:15][CH:16]=1)[CH2:2][CH2:3][CH3:4], predict the reactants needed to synthesize it. The reactants are: [CH2:1]([C:5]1[N:6]=[N:7][C:8]([O:18][CH:19]2[CH2:24][CH2:23][N:22]([CH3:25])[CH2:21][CH2:20]2)=[CH:9][C:10]=1[C:11]1[CH:16]=[CH:15][C:14]([OH:17])=[CH:13][CH:12]=1)[CH2:2][CH2:3][CH3:4].[Cl:26][C:27]1[CH:34]=[CH:33][C:30]([CH2:31]Br)=[CH:29][CH:28]=1.C(=O)([O-])[O-].[K+].[K+].[ClH:41]. (10) Given the product [C:45](=[O:46])([O:47][CH2:48][CH3:49])[O:28][C:25]1[CH:24]=[CH:23][C:22]([CH2:21][C@@H:20]2[N:15]3[CH:16]([N:11]([C:9](=[O:10])[NH:8][CH2:1][C:2]4[CH:3]=[CH:4][CH:5]=[CH:6][CH:7]=4)[N:12]([CH3:43])[CH2:13][C:14]3=[O:42])[C@H:17]([CH3:41])[N:18]([CH2:30][C:31]3[CH:32]=[CH:33][CH:34]=[C:35]4[C:40]=3[N:39]=[CH:38][CH:37]=[CH:36]4)[C:19]2=[O:29])=[CH:27][CH:26]=1, predict the reactants needed to synthesize it. The reactants are: [CH2:1]([NH:8][C:9]([N:11]1[CH:16]2[C@H:17]([CH3:41])[N:18]([CH2:30][C:31]3[CH:32]=[CH:33][CH:34]=[C:35]4[C:40]=3[N:39]=[CH:38][CH:37]=[CH:36]4)[C:19](=[O:29])[C@H:20]([CH2:21][C:22]3[CH:27]=[CH:26][C:25]([OH:28])=[CH:24][CH:23]=3)[N:15]2[C:14](=[O:42])[CH2:13][N:12]1[CH3:43])=[O:10])[C:2]1[CH:7]=[CH:6][CH:5]=[CH:4][CH:3]=1.Cl[C:45]([O:47][CH2:48][CH3:49])=[O:46].C(N(CC)CC)C.